From a dataset of Reaction yield outcomes from USPTO patents with 853,638 reactions. Predict the reaction yield, written as a fraction of the theoretical maximum amount of product (1.0 means a 100% yield; for example, 0.34 means a 34% yield). (1) The reactants are [Br:1][C:2]1[CH:3]=[C:4]([Cl:9])[C:5](Cl)=[N:6][CH:7]=1.[OH-:10].[Na+].O.Cl. The catalyst is CS(C)=O. The product is [Br:1][C:2]1[CH:3]=[C:4]([Cl:9])[C:5](=[O:10])[NH:6][CH:7]=1. The yield is 0.900. (2) The catalyst is O.CN(C)C=O. The reactants are [F:1][C:2]([F:12])([F:11])[C:3]1[CH:4]=[C:5]([CH:8]=[CH:9][CH:10]=1)[CH2:6][NH2:7].[Cl:13][C:14]1[CH:19]=[CH:18][C:17]([C:20]2[C:24]([CH2:25][CH2:26][C:27](O)=[O:28])=[CH:23][O:22][N:21]=2)=[CH:16][CH:15]=1.O.ON1C2C=CC=CC=2N=N1.Cl.C(N=C=NCCCN(C)C)C. The product is [F:1][C:2]([F:11])([F:12])[C:3]1[CH:4]=[C:5]([CH:8]=[CH:9][CH:10]=1)[CH2:6][NH:7][C:27](=[O:28])[CH2:26][CH2:25][C:24]1[C:20]([C:17]2[CH:18]=[CH:19][C:14]([Cl:13])=[CH:15][CH:16]=2)=[N:21][O:22][CH:23]=1. The yield is 0.870. (3) The reactants are [CH2:1]([O:3][C:4]([C:6]1[NH:15][C:14](=O)[C:13]2[C:8](=[CH:9][CH:10]=[CH:11][CH:12]=2)[N:7]=1)=[O:5])[CH3:2].P(Cl)(Cl)([Cl:19])=O. No catalyst specified. The product is [CH2:1]([O:3][C:4]([C:6]1[N:15]=[C:14]([Cl:19])[C:13]2[C:8](=[CH:9][CH:10]=[CH:11][CH:12]=2)[N:7]=1)=[O:5])[CH3:2]. The yield is 0.900. (4) The reactants are [Cl:1][C:2]1[CH:7]=[CH:6][C:5]([C:8]2[O:9][C:10]3[CH:21]=[C:20]([N+:22]([O-])=O)[C:19]([CH:25]4[CH2:27][CH2:26]4)=[CH:18][C:11]=3[C:12]=2[C:13]([O:15][CH2:16][CH3:17])=[O:14])=[CH:4][CH:3]=1.Cl.[H][H]. The catalyst is C(OCC)(=O)C.[Pd]. The product is [NH2:22][C:20]1[C:19]([CH:25]2[CH2:27][CH2:26]2)=[CH:18][C:11]2[C:12]([C:13]([O:15][CH2:16][CH3:17])=[O:14])=[C:8]([C:5]3[CH:4]=[CH:3][C:2]([Cl:1])=[CH:7][CH:6]=3)[O:9][C:10]=2[CH:21]=1. The yield is 0.990. (5) The reactants are [CH:1]([C:3]1[CH:4]=[C:5]([CH:10]=[CH:11][C:12]=1[OH:13])[C:6]([O:8][CH3:9])=[O:7])=[O:2].C(=O)([O-])[O-].[K+].[K+].I[CH:21]([CH3:23])[CH3:22]. The catalyst is CN(C=O)C. The product is [CH:1]([C:3]1[CH:4]=[C:5]([CH:10]=[CH:11][C:12]=1[O:13][CH:21]([CH3:23])[CH3:22])[C:6]([O:8][CH3:9])=[O:7])=[O:2]. The yield is 0.980. (6) The reactants are [OH:1][C:2]1[N:6]([C:7]2[CH:12]=[C:11]([C:13]#[N:14])[CH:10]=[CH:9][N:8]=2)[N:5]=[C:4]([CH:15]([C:17]2[CH:22]=[CH:21][CH:20]=[CH:19][CH:18]=2)[CH3:16])[CH:3]=1.[NH4+].[Cl-].[N-:25]=[N+:26]=[N-:27].[Na+]. The catalyst is CN(C=O)C. The product is [C:17]1([CH:15]([C:4]2[CH:3]=[C:2]([OH:1])[N:6]([C:7]3[CH:12]=[C:11]([C:13]4[NH:27][N:26]=[N:25][N:14]=4)[CH:10]=[CH:9][N:8]=3)[N:5]=2)[CH3:16])[CH:22]=[CH:21][CH:20]=[CH:19][CH:18]=1. The yield is 0.580. (7) The reactants are [OH-].[Na+].O.[C:4]1([O:11][CH3:12])[C:5](=[CH:7][CH:8]=[CH:9][CH:10]=1)[OH:6].[Br:13][CH2:14][CH:15]([OH:18])[CH2:16]Br. The catalyst is C(O)C. The product is [Br:13][CH2:14][CH:15]([OH:18])[CH2:16][O:6][C:5]1[CH:7]=[CH:8][CH:9]=[CH:10][C:4]=1[O:11][CH3:12]. The yield is 0.790. (8) The reactants are [NH2:1][C:2]1[CH:7]=[CH:6][C:5]([C:8]([CH3:12])([CH3:11])[C:9]#[N:10])=[C:4](Br)[CH:3]=1.[CH:14]1(B(O)O)[CH2:16][CH2:15]1.[F-].[K+]. The catalyst is C1(C)C=CC=CC=1.CCOC(C)=O. The product is [NH2:1][C:2]1[CH:7]=[CH:6][C:5]([C:8]([CH3:12])([CH3:11])[C:9]#[N:10])=[C:4]([CH:14]2[CH2:16][CH2:15]2)[CH:3]=1. The yield is 0.910.